Dataset: Full USPTO retrosynthesis dataset with 1.9M reactions from patents (1976-2016). Task: Predict the reactants needed to synthesize the given product. Given the product [Br:1][C:2]1[CH:11]=[C:10]2[C:5]([C:6]([NH:18][CH2:17][CH2:16][NH2:19])=[C:7]([N+:12]([O-:14])=[O:13])[CH:8]=[N:9]2)=[CH:4][CH:3]=1, predict the reactants needed to synthesize it. The reactants are: [Br:1][C:2]1[CH:11]=[C:10]2[C:5]([C:6](Cl)=[C:7]([N+:12]([O-:14])=[O:13])[CH:8]=[N:9]2)=[CH:4][CH:3]=1.[CH2:16]([NH2:19])[CH2:17][NH2:18].